Predict the reaction yield, written as a fraction of the theoretical maximum amount of product (1.0 means a 100% yield; for example, 0.34 means a 34% yield). From a dataset of Reaction yield outcomes from USPTO patents with 853,638 reactions. (1) The reactants are C([C:5]([Br:17])(CCCC)[C:6]1[CH:11]=[CH:10][C:9]([F:12])=[CH:8][CH:7]=1)CCC.C1C=C(Cl)C=C(C(OO)=O)C=1.[S:29]([O-])([O-:31])=[O:30].[Na+].[Na+].C(OCC)(=O)C. The catalyst is C(Cl)Cl. The product is [S:29](=[C:5]([Br:17])[C:6]1[CH:11]=[CH:10][C:9]([F:12])=[CH:8][CH:7]=1)(=[O:31])=[O:30]. The yield is 0.980. (2) The reactants are F[C:2]1[CH:7]=[CH:6][C:5]([C:8]2[O:9][C:10]([C:13]3[C:14]([C:19]4[CH:24]=[CH:23][CH:22]=[CH:21][CH:20]=4)=[N:15][O:16][C:17]=3[CH3:18])=[N:11][N:12]=2)=[C:4]([O:25][CH3:26])[CH:3]=1.[CH3:27][O:28][CH2:29][CH2:30][NH2:31]. No catalyst specified. The product is [CH3:27][O:28][CH2:29][CH2:30][NH:31][C:2]1[CH:7]=[CH:6][C:5]([C:8]2[O:9][C:10]([C:13]3[C:14]([C:19]4[CH:24]=[CH:23][CH:22]=[CH:21][CH:20]=4)=[N:15][O:16][C:17]=3[CH3:18])=[N:11][N:12]=2)=[C:4]([O:25][CH3:26])[CH:3]=1. The yield is 0.340. (3) The reactants are Cl[S:2]([OH:5])(=O)=[O:3].[NH:6]([C:13]1[N:18]=[C:17]([C:19]2[N:23]([CH2:24][CH3:25])[C:22]([CH3:26])=[N:21][CH:20]=2)[CH:16]=[CH:15][N:14]=1)[C:7]1[CH:12]=[CH:11][CH:10]=[CH:9][CH:8]=1.[CH2:27]([CH2:29][NH2:30])[OH:28]. The catalyst is S(Cl)(Cl)=O.CO. The product is [CH2:24]([N:23]1[C:19]([C:17]2[CH:16]=[CH:15][N:14]=[C:13]([NH:6][C:7]3[CH:12]=[CH:11][C:10]([S:2](=[O:5])(=[O:3])[NH:30][CH2:29][CH2:27][OH:28])=[CH:9][CH:8]=3)[N:18]=2)=[CH:20][N:21]=[C:22]1[CH3:26])[CH3:25]. The yield is 0.810. (4) The reactants are C[O:2][C:3]([C:5]1[S:6][C:7]([C:25]#[C:26][C:27]([CH3:30])([CH3:29])[CH3:28])=[CH:8][C:9]=1[N:10]([C:15](=[O:24])[C:16]1[CH:21]=[CH:20][C:19]([Cl:22])=[CH:18][C:17]=1[Cl:23])[CH2:11][CH2:12][O:13][CH3:14])=[O:4].C1COCC1.O.[OH-].[Li+].Cl. The catalyst is O.CO. The product is [Cl:23][C:17]1[CH:18]=[C:19]([Cl:22])[CH:20]=[CH:21][C:16]=1[C:15]([N:10]([CH2:11][CH2:12][O:13][CH3:14])[C:9]1[CH:8]=[C:7]([C:25]#[C:26][C:27]([CH3:30])([CH3:29])[CH3:28])[S:6][C:5]=1[C:3]([OH:4])=[O:2])=[O:24]. The yield is 0.760. (5) The reactants are [CH2:1]([NH:6][CH2:7][C:8]([OH:10])=[O:9])[CH:2]=[C:3](C)[CH3:4].C/C=C\C. The catalyst is Cl[Ru](=C1N(C2C(C)=CC(C)=CC=2C)CCN1C1C(C)=CC(C)=CC=1C)(Cl)(=CC1C=CC=CC=1)[P](C1CCCCC1)(C1CCCCC1)C1CCCCC1.C(Cl)Cl. The product is [CH2:1]([NH:6][CH2:7][C:8]([OH:10])=[O:9])[CH:2]=[CH:3][CH3:4]. The yield is 0.840. (6) The reactants are [CH2:1]([O:3][C:4](=[O:11])[CH2:5][CH:6](Br)[C:7](=O)[CH3:8])[CH3:2].C(N(CC)CC)C.[C:19]([SiH2:23][O:24][C:25]([C:39]1[CH:44]=[CH:43][CH:42]=[CH:41][CH:40]=1)([C:33]1[CH:38]=[CH:37][CH:36]=[CH:35][CH:34]=1)[C:26]1[CH:27]=[CH:28][C:29]([NH2:32])=[N:30][CH:31]=1)([CH3:22])([CH3:21])[CH3:20]. The catalyst is C(O)(C)C. The product is [CH2:1]([O:3][C:4](=[O:11])[CH2:5][C:6]1[N:30]2[CH:31]=[C:26]([C:25]([C:33]3[CH:34]=[CH:35][CH:36]=[CH:37][CH:38]=3)([C:39]3[CH:40]=[CH:41][CH:42]=[CH:43][CH:44]=3)[O:24][SiH2:23][C:19]([CH3:22])([CH3:20])[CH3:21])[CH:27]=[CH:28][C:29]2=[N:32][C:7]=1[CH3:8])[CH3:2]. The yield is 0.550. (7) The reactants are Br[C:2]1[CH:7]=[CH:6][C:5]([S:8]([NH:11][CH:12]2[CH2:15][CH2:14][CH2:13]2)(=[O:10])=[O:9])=[C:4]([F:16])[CH:3]=1.[C:17]([C:19]1[N:23]([CH3:24])[C:22](B(O)O)=[CH:21][CH:20]=1)#[N:18].[F-].[K+].C(P(C(C)(C)C)C(C)(C)C)(C)(C)C. The catalyst is C1C=CC(/C=C/C(/C=C/C2C=CC=CC=2)=O)=CC=1.C1C=CC(/C=C/C(/C=C/C2C=CC=CC=2)=O)=CC=1.C1C=CC(/C=C/C(/C=C/C2C=CC=CC=2)=O)=CC=1.[Pd].[Pd]. The product is [C:17]([C:19]1[N:23]([CH3:24])[C:22]([C:2]2[CH:7]=[CH:6][C:5]([S:8]([NH:11][CH:12]3[CH2:15][CH2:14][CH2:13]3)(=[O:10])=[O:9])=[C:4]([F:16])[CH:3]=2)=[CH:21][CH:20]=1)#[N:18]. The yield is 0.130. (8) The reactants are [H-].[Al+3].[Li+].[H-].[H-].[H-].C[O:8][C:9]([C:11]1[C:12]([C:24]2[CH:29]=[CH:28][CH:27]=[CH:26][C:25]=2[O:30][CH3:31])=[CH:13][CH:14]=[C:15]2[C:20]=1[NH:19][C:18](=[O:21])[C:17]([CH3:23])([CH3:22])[NH:16]2)=O.Cl. The catalyst is O1CCCC1.O.C(OCC)(=O)C. The product is [OH:8][CH2:9][C:11]1[C:12]([C:24]2[CH:29]=[CH:28][CH:27]=[CH:26][C:25]=2[O:30][CH3:31])=[CH:13][CH:14]=[C:15]2[C:20]=1[NH:19][C:18](=[O:21])[C:17]([CH3:22])([CH3:23])[NH:16]2. The yield is 0.610. (9) The reactants are [OH:1][C:2]1[CH:7]=[CH:6][C:5]([C:8]2[O:9][C:10]3[CH:16]=[CH:15][C:14]([C:17](O)=[O:18])=[CH:13][C:11]=3[CH:12]=2)=[CH:4][CH:3]=1.Cl. The catalyst is C1COCC1. The product is [OH:18][CH2:17][C:14]1[CH:15]=[CH:16][C:10]2[O:9][C:8]([C:5]3[CH:6]=[CH:7][C:2]([OH:1])=[CH:3][CH:4]=3)=[CH:12][C:11]=2[CH:13]=1. The yield is 0.370.